From a dataset of Forward reaction prediction with 1.9M reactions from USPTO patents (1976-2016). Predict the product of the given reaction. (1) Given the reactants [F:1][C:2]1[CH:28]=[CH:27][C:5]([C:6]([C:8]2[CH:9]=[N:10][C:11]([N:14]3[CH2:19][CH2:18][N:17]([C:20]([O:22][C:23]([CH3:26])([CH3:25])[CH3:24])=[O:21])[CH2:16][CH2:15]3)=[N:12][CH:13]=2)=O)=[CH:4][CH:3]=1.[CH3:29][C:30]([S@@:33]([NH2:35])=[O:34])([CH3:32])[CH3:31], predict the reaction product. The product is: [C:30]([S@@:33](/[N:35]=[C:6](/[C:5]1[CH:27]=[CH:28][C:2]([F:1])=[CH:3][CH:4]=1)\[C:8]1[CH:9]=[N:10][C:11]([N:14]2[CH2:19][CH2:18][N:17]([C:20]([O:22][C:23]([CH3:26])([CH3:25])[CH3:24])=[O:21])[CH2:16][CH2:15]2)=[N:12][CH:13]=1)=[O:34])([CH3:32])([CH3:31])[CH3:29]. (2) Given the reactants CC(OC([NH:8][C@H:9]([C:11]([NH:13][C@@H:14]([CH2:20][CH2:21][C:22]1[CH:27]=[CH:26][CH:25]=[CH:24][CH:23]=1)/[CH:15]=[CH:16]/[C:17]([OH:19])=O)=[O:12])[CH3:10])=O)(C)C.CN(C([O:35]N1N=NC2C=CC=NC1=2)=[N+](C)C)C.F[P-](F)(F)(F)(F)F.CCN(C(C)C)C(C)C.[F:61][C:62]([F:71])([F:70])[C:63]1[CH:64]=[C:65]([CH:67]=[CH:68][CH:69]=1)[NH2:66].CN([CH:75]=[O:76])C, predict the reaction product. The product is: [F:61][C:62]([F:71])([F:70])[C:75]([OH:76])=[O:35].[NH2:8][C@H:9]([C:11]([NH:13][C@@H:14]([CH2:20][CH2:21][C:22]1[CH:23]=[CH:24][CH:25]=[CH:26][CH:27]=1)/[CH:15]=[CH:16]/[C:17]([NH:66][C:65]1[CH:67]=[CH:68][CH:69]=[C:63]([C:62]([F:61])([F:70])[F:71])[CH:64]=1)=[O:19])=[O:12])[CH3:10]. (3) The product is: [CH3:13][NH:14][C:15]1[O:16][CH:8]=[C:7]([C:6]2[CH:11]=[CH:12][C:3]([C:1]#[N:2])=[CH:4][CH:5]=2)[N:17]=1. Given the reactants [C:1]([C:3]1[CH:12]=[CH:11][C:6]([C:7](=O)[CH2:8]Br)=[CH:5][CH:4]=1)#[N:2].[CH3:13][NH:14][C:15]([NH2:17])=[O:16], predict the reaction product. (4) Given the reactants [CH3:1][O:2][CH2:3][CH2:4][O:5][CH2:6][CH2:7][O:8][CH2:9][CH2:10][OH:11].[ClH:12].[NH2:13][CH2:14][C:15](=[O:21])[CH2:16][CH2:17][C:18](O)=[O:19], predict the reaction product. The product is: [ClH:12].[NH2:13][CH2:14][C:15](=[O:21])[CH2:16][CH2:17][C:18]([O:11][CH2:10][CH2:9][O:8][CH2:7][CH2:6][O:5][CH2:4][CH2:3][O:2][CH3:1])=[O:19]. (5) Given the reactants [C:1]([C@H:6]([C@@H:8]([C:10]([O:12][CH2:13][CH3:14])=[O:11])[OH:9])[OH:7])([O:3][CH2:4][CH3:5])=[O:2].[C:15]1(=O)[CH2:19][CH2:18][CH2:17][CH2:16]1.C1(C)C=CC(S(O)(=O)=O)=CC=1.C([O-])(O)=O.[Na+], predict the reaction product. The product is: [CH2:13]([O:12][C:10]([C@H:8]1[C@H:6]([C:1]([O:3][CH2:4][CH3:5])=[O:2])[O:7][C:15]2([CH2:19][CH2:18][CH2:17][CH2:16]2)[O:9]1)=[O:11])[CH3:14]. (6) Given the reactants [OH:1][CH2:2][CH2:3][C@@H:4]1[NH:18][C:17](=[O:19])[N:16]([CH3:20])[CH2:15][CH2:14][CH2:13][CH2:12][CH:11]=[CH:10][C@H:9]2[C@@:7]([C:21]([O:23]CC)=[O:22])([CH2:8]2)[NH:6][C:5]1=[O:26].[Li+].[OH-].Cl, predict the reaction product. The product is: [OH:1][CH2:2][CH2:3][C@@H:4]1[NH:18][C:17](=[O:19])[N:16]([CH3:20])[CH2:15][CH2:14][CH2:13][CH2:12][CH:11]=[CH:10][C@H:9]2[C@@:7]([C:21]([OH:23])=[O:22])([CH2:8]2)[NH:6][C:5]1=[O:26]. (7) The product is: [F:1][C:2]1[CH:33]=[CH:32][C:5]([CH2:6][N:7]2[C:15]3[CH:14]=[C:13]4[NH:16][C:17]([NH:19][C:20](=[O:28])[C:21]5[CH:26]=[CH:25][CH:24]=[C:23]([CH3:27])[CH:22]=5)=[N:18][C:12]4=[CH:11][C:10]=3[C:9]([CH3:29])([CH3:30])[C:8]2=[O:31])=[C:4]([OH:34])[CH:3]=1. Given the reactants [F:1][C:2]1[CH:33]=[CH:32][C:5]([CH2:6][N:7]2[C:15]3[CH:14]=[C:13]4[NH:16][C:17]([NH:19][C:20](=[O:28])[C:21]5[CH:26]=[CH:25][CH:24]=[C:23]([CH3:27])[CH:22]=5)=[N:18][C:12]4=[CH:11][C:10]=3[C:9]([CH3:30])([CH3:29])[C:8]2=[O:31])=[C:4]([O:34]C)[CH:3]=1.B(Br)(Br)Br.Cl, predict the reaction product. (8) The product is: [CH3:16][O:17][C:18]([C:20]1[S:21][CH:22]=[CH:23][C:24]=1[S:25]([NH:1][C:2]1[CH:3]=[CH:4][CH:5]=[C:6]2[C:10]=1[NH:9][C:8]([C:11]([O:13][CH2:14][CH3:15])=[O:12])=[CH:7]2)(=[O:27])=[O:26])=[O:19]. Given the reactants [NH2:1][C:2]1[CH:3]=[CH:4][CH:5]=[C:6]2[C:10]=1[NH:9][C:8]([C:11]([O:13][CH2:14][CH3:15])=[O:12])=[CH:7]2.[CH3:16][O:17][C:18]([C:20]1[S:21][CH:22]=[CH:23][C:24]=1[S:25](Cl)(=[O:27])=[O:26])=[O:19], predict the reaction product. (9) Given the reactants [CH2:1]([O:3][C:4]([C:6]1[C:10]([C:11]2[CH:16]=[CH:15][C:14]([N+:17]([O-])=O)=[CH:13][CH:12]=2)=[C:9]([Cl:20])[S:8][C:7]=1[NH:21][C:22](=[O:26])[CH2:23][C:24]#[N:25])=[O:5])[CH3:2].[NH4+].[Cl-], predict the reaction product. The product is: [CH2:1]([O:3][C:4]([C:6]1[C:10]([C:11]2[CH:12]=[CH:13][C:14]([NH2:17])=[CH:15][CH:16]=2)=[C:9]([Cl:20])[S:8][C:7]=1[NH:21][C:22](=[O:26])[CH2:23][C:24]#[N:25])=[O:5])[CH3:2]. (10) Given the reactants [Cl:1][CH:2](Cl)[C:3](=O)[CH3:4].[C:7]([NH2:15])(=[O:14])[C:8]1[CH:13]=[CH:12][CH:11]=[CH:10][CH:9]=1, predict the reaction product. The product is: [Cl:1][CH2:2][C:3]1[N:15]=[C:7]([C:8]2[CH:13]=[CH:12][CH:11]=[CH:10][CH:9]=2)[O:14][CH:4]=1.